This data is from CYP1A2 inhibition data for predicting drug metabolism from PubChem BioAssay. The task is: Regression/Classification. Given a drug SMILES string, predict its absorption, distribution, metabolism, or excretion properties. Task type varies by dataset: regression for continuous measurements (e.g., permeability, clearance, half-life) or binary classification for categorical outcomes (e.g., BBB penetration, CYP inhibition). Dataset: cyp1a2_veith. (1) The molecule is CCN1CCN(c2ccc(NC(=O)C(C)C)cc2Cl)CC1. The result is 0 (non-inhibitor). (2) The molecule is COCCn1c(=O)c(-c2cccs2)nc2cnc(OCc3ccccc3)nc21. The result is 1 (inhibitor). (3) The molecule is N#Cc1ccccc1-c1ccc2ncnc(NCCN3CCOCC3)c2c1. The result is 1 (inhibitor). (4) The compound is Cn1c(N)c(C(=O)CSc2ccc3c(c2)OCCO3)c(=O)n(C)c1=O. The result is 1 (inhibitor). (5) The drug is COc1ccccc1CN1CC2(CCN(C(=O)c3ccncc3)CC2)C1. The result is 0 (non-inhibitor).